Predict the product of the given reaction. From a dataset of Forward reaction prediction with 1.9M reactions from USPTO patents (1976-2016). (1) Given the reactants [O:1]1[C:5]2=[CH:6][N:7]=[CH:8][CH:9]=[C:4]2[C:3]([N:10]([C:14]2[CH:23]=[CH:22][C:21]3[C:16](=[CH:17][CH:18]=[CH:19][C:20]=3[O:24]C)[CH:15]=2)[CH2:11][CH2:12][OH:13])=[CH:2]1.B(Br)(Br)Br, predict the reaction product. The product is: [O:1]1[C:5]2=[CH:6][N:7]=[CH:8][CH:9]=[C:4]2[C:3]([N:10]([CH2:11][CH2:12][OH:13])[C:14]2[CH:15]=[C:16]3[C:21](=[CH:22][CH:23]=2)[C:20]([OH:24])=[CH:19][CH:18]=[CH:17]3)=[CH:2]1. (2) Given the reactants N1[CH:6]=[CH:5][C:4]([C:7]2[O:11][N:10]=[C:9]([CH2:12][P:13](=[O:20])([O:17][CH2:18][CH3:19])[O:14][CH2:15][CH3:16])[N:8]=2)=CC=1.[N:21]1C=CC=[CH:23][C:22]=1C(Cl)=O.Cl, predict the reaction product. The product is: [N:21]1[CH:22]=[CH:23][CH:6]=[CH:5][C:4]=1[C:7]1[O:11][N:10]=[C:9]([CH2:12][P:13](=[O:20])([O:14][CH2:15][CH3:16])[O:17][CH2:18][CH3:19])[N:8]=1. (3) Given the reactants [N:1]1([C:7]2[CH:8]=[C:9]3[C:14](=[CH:15][CH:16]=2)[N:13]=[C:12]([N:17]2[CH:21]=[C:20]([C:22]([O:24]CC)=[O:23])[CH:19]=[N:18]2)[NH:11][C:10]3=O)[CH2:6][CH2:5][CH2:4][CH2:3][CH2:2]1.[NH:28]1[CH2:32][CH2:31][CH2:30][CH2:29]1, predict the reaction product. The product is: [N:1]1([C:7]2[CH:8]=[C:9]3[C:14](=[CH:15][CH:16]=2)[N:13]=[C:12]([N:17]2[CH:21]=[C:20]([C:22]([OH:24])=[O:23])[CH:19]=[N:18]2)[N:11]=[C:10]3[N:28]2[CH2:32][CH2:31][CH2:30][CH2:29]2)[CH2:6][CH2:5][CH2:4][CH2:3][CH2:2]1. (4) Given the reactants [CH3:1][O:2][C:3]1[CH:4]=[C:5]2[C:10](=[CH:11][C:12]=1[O:13][CH3:14])[N:9]=[CH:8][CH:7]=[C:6]2[O:15][C:16]1[C:22]([CH3:23])=[CH:21][C:19]([NH2:20])=[C:18]([CH3:24])[CH:17]=1.C(N(CC)CC)C.ClC(Cl)(O[C:36](=[O:42])OC(Cl)(Cl)Cl)Cl.[Br:44][C:45]1[CH:46]=[C:47]([C@H:51]([NH2:53])[CH3:52])[CH:48]=[CH:49][CH:50]=1, predict the reaction product. The product is: [Br:44][C:45]1[CH:46]=[C:47]([C@H:51]([NH:53][C:36]([NH:20][C:19]2[CH:21]=[C:22]([CH3:23])[C:16]([O:15][C:6]3[C:5]4[C:10](=[CH:11][C:12]([O:13][CH3:14])=[C:3]([O:2][CH3:1])[CH:4]=4)[N:9]=[CH:8][CH:7]=3)=[CH:17][C:18]=2[CH3:24])=[O:42])[CH3:52])[CH:48]=[CH:49][CH:50]=1. (5) The product is: [CH2:1]([C:3]1[S:4][CH:5]=[C:6](/[CH:8]=[CH:9]\[C:10]2[C:11]([O:21][CH2:22][C:23]3[CH:48]=[CH:47][C:26]([O:27][CH2:28][C:29]4[N:30]=[C:31]([C:35]5[CH:36]=[CH:37][C:38]([CH2:41][C:42]([OH:44])=[O:43])=[CH:39][CH:40]=5)[O:32][C:33]=4[CH3:34])=[C:25]([O:49][CH3:50])[CH:24]=3)=[N:12][N:13]([C:15]3[CH:16]=[CH:17][CH:18]=[CH:19][CH:20]=3)[CH:14]=2)[N:7]=1)[CH3:2]. Given the reactants [CH2:1]([C:3]1[S:4][CH:5]=[C:6](/[CH:8]=[CH:9]\[C:10]2[C:11]([O:21][CH2:22][C:23]3[CH:48]=[CH:47][C:26]([O:27][CH2:28][C:29]4[N:30]=[C:31]([C:35]5[CH:40]=[CH:39][C:38]([CH2:41][C:42]([O:44]CC)=[O:43])=[CH:37][CH:36]=5)[O:32][C:33]=4[CH3:34])=[C:25]([O:49][CH3:50])[CH:24]=3)=[N:12][N:13]([C:15]3[CH:20]=[CH:19][CH:18]=[CH:17][CH:16]=3)[CH:14]=2)[N:7]=1)[CH3:2].[OH-].[Na+].O1CCCC1.Cl, predict the reaction product. (6) Given the reactants [CH3:1][N:2]([CH2:16][C:17]1[CH:26]=[CH:25][C:24]2[C:19](=[CH:20][CH:21]=[CH:22][CH:23]=2)[N:18]=1)[CH2:3][CH2:4][N:5]1C(=O)C2C(=CC=CC=2)C1=O.NN, predict the reaction product. The product is: [CH3:1][N:2]([CH2:16][C:17]1[CH:26]=[CH:25][C:24]2[C:19](=[CH:20][CH:21]=[CH:22][CH:23]=2)[N:18]=1)[CH2:3][CH2:4][NH2:5].